Predict the reactants needed to synthesize the given product. From a dataset of Full USPTO retrosynthesis dataset with 1.9M reactions from patents (1976-2016). (1) The reactants are: C(OC([N:8]([C:40](OC(C)(C)C)=O)[C:9](=[O:39])[C:10]1[CH:15]=[C:14]([N:16]2[C:20](=[O:21])[CH2:19][CH2:18][CH:17]2[CH3:22])[CH:13]=[CH:12][C:11]=1[C:23]([N:25]1[CH2:30][CH2:29][N:28]([C:31]2[C:36]([CH3:37])=[CH:35][C:34]([CH3:38])=[CH:33][N:32]=2)[CH2:27][CH2:26]1)=[O:24])=O)(C)(C)C.N1C[CH2:51][O:50][CH2:49][CH2:48]1. Given the product [CH3:37][C:36]1[C:31]([N:28]2[CH2:27][CH2:26][N:25]([C:23]([C:11]3[CH:12]=[CH:13][C:14]([N:16]4[CH:17]([CH3:22])[CH2:18][CH2:19][C:20]4=[O:21])=[CH:15][C:10]=3[C:9]([N:8]3[CH2:48][CH2:49][O:50][CH2:51][CH2:40]3)=[O:39])=[O:24])[CH2:30][CH2:29]2)=[N:32][CH:33]=[C:34]([CH3:38])[CH:35]=1, predict the reactants needed to synthesize it. (2) Given the product [CH2:24]([O:23][C:21]([C:20]1[N:19]=[CH:18][C:6]2[C:5]([C:4]=1[OH:3])=[CH:10][CH:9]=[C:8]([O:11][C:12]1[CH:13]=[N:14][CH:15]=[CH:16][CH:17]=1)[CH:7]=2)=[O:22])[CH3:25], predict the reactants needed to synthesize it. The reactants are: C([O:3][C:4](=O)[C:5]1[CH:10]=[CH:9][C:8]([O:11][C:12]2[CH:13]=[N:14][CH:15]=[CH:16][CH:17]=2)=[CH:7][C:6]=1[CH2:18][N:19](CC1C=CC(OC)=CC=1OC)[CH2:20][C:21]([O:23][CH2:24][CH3:25])=[O:22])C.CCC([O-])(C)C.[K+].S(Cl)(Cl)=O. (3) Given the product [F:1][C:2]1[C:3]([NH:36][C@H:37]2[CH2:42][CH2:41][CH2:40][C@@H:39]([NH:43][C:44]([C:46]3[N:47]=[CH:48][N:49]([CH3:51])[CH:50]=3)=[O:45])[CH2:38]2)=[N:4][C:5]([C:8]2[C:16]3[C:11](=[N:12][CH:13]=[CH:14][CH:15]=3)[NH:10][N:9]=2)=[N:6][CH:7]=1, predict the reactants needed to synthesize it. The reactants are: [F:1][C:2]1[C:3]([NH:36][C@H:37]2[CH2:42][CH2:41][CH2:40][C@@H:39]([NH:43][C:44]([C:46]3[N:47]=[CH:48][N:49]([CH3:51])[CH:50]=3)=[O:45])[CH2:38]2)=[N:4][C:5]([C:8]2[C:16]3[C:11](=[N:12][CH:13]=[CH:14][CH:15]=3)[N:10](C(C3C=CC=CC=3)(C3C=CC=CC=3)C3C=CC=CC=3)[N:9]=2)=[N:6][CH:7]=1.[SiH](CC)(CC)CC.C(O)(C(F)(F)F)=O. (4) Given the product [NH2:1][C:2]1[C:7]([CH2:8][CH3:9])=[CH:6][C:5]([Cl:15])=[CH:4][N:3]=1, predict the reactants needed to synthesize it. The reactants are: [NH2:1][C:2]1[C:7]([CH2:8][CH3:9])=[CH:6][CH:5]=[CH:4][N:3]=1.CN(C=O)C.[Cl:15]N1C(=O)CCC1=O. (5) The reactants are: [CH:1]1[C:13]2[NH:12][C:11]3[C:6](=[CH:7][CH:8]=[CH:9][CH:10]=3)[C:5]=2[CH:4]=[CH:3][CH:2]=1.[OH-].[K+].[CH2:16]([C@H:18]1[O:20][CH2:19]1)Cl. Given the product [O:20]1[CH2:19][C@H:18]1[CH2:16][N:12]1[C:11]2[CH:10]=[CH:9][CH:8]=[CH:7][C:6]=2[C:5]2[C:13]1=[CH:1][CH:2]=[CH:3][CH:4]=2, predict the reactants needed to synthesize it. (6) Given the product [Br:28][C:29]1[CH:34]=[C:33]([N+:35]([O-:37])=[O:36])[CH:32]=[C:31]([Br:38])[C:30]=1[O:17][C:11]1[CH:12]=[CH:13][C:14]([O:15][CH3:16])=[C:9]([CH:6]([CH3:8])[CH3:7])[CH:10]=1, predict the reactants needed to synthesize it. The reactants are: C(=O)(O)[O-].[Na+].[CH:6]([C:9]1[CH:10]=[C:11]([OH:17])[CH:12]=[CH:13][C:14]=1[O:15][CH3:16])([CH3:8])[CH3:7].C[Si]([N-][Si](C)(C)C)(C)C.[K+].[Br:28][C:29]1[CH:34]=[C:33]([N+:35]([O-:37])=[O:36])[CH:32]=[C:31]([Br:38])[C:30]=1I. (7) The reactants are: [Cl:1][C:2]1[C:8]([OH:9])=[CH:7][CH:6]=[CH:5][C:3]=1O.[C:10]1([CH2:16][C:17]([OH:19])=O)[CH:15]=[CH:14][CH:13]=[CH:12][CH:11]=1.P(Cl)(Cl)(Cl)(Cl)Cl.CN([CH:29]=[O:30])C. Given the product [Cl:1][C:2]1[CH:3]=[C:5]2[C:6](=[CH:7][C:8]=1[OH:9])[O:19][CH:17]=[C:16]([C:10]1[CH:11]=[CH:12][CH:13]=[CH:14][CH:15]=1)[C:29]2=[O:30], predict the reactants needed to synthesize it.